Predict the reactants needed to synthesize the given product. From a dataset of Full USPTO retrosynthesis dataset with 1.9M reactions from patents (1976-2016). (1) Given the product [CH2:1]([C:3]1[CH:11]=[CH:10][C:6]([C:7]([OH:9])=[O:8])=[CH:5][C:4]=1[OH:12])[CH3:2], predict the reactants needed to synthesize it. The reactants are: [CH2:1]([C:3]1[CH:11]=[CH:10][C:6]([C:7]([OH:9])=[O:8])=[CH:5][C:4]=1[O:12]CCCOC)[CH3:2].B(Br)(Br)Br. (2) Given the product [CH2:36]([O:7][C:8]1[CH:9]=[CH:10][C:11]([CH2:14][CH2:15][CH:16]([CH2:21][CH2:22][CH2:23][C:24]2[CH:25]=[CH:26][CH:27]=[CH:28][CH:29]=2)[C:17]([O:19][CH3:20])=[O:18])=[CH:12][CH:13]=1)[C:33]1[CH:34]=[CH:35][CH:30]=[CH:31][CH:32]=1, predict the reactants needed to synthesize it. The reactants are: C([O-])([O-])=O.[K+].[K+].[OH:7][C:8]1[CH:13]=[CH:12][C:11]([CH2:14][CH2:15][CH:16]([CH2:21][CH2:22][CH2:23][C:24]2[CH:29]=[CH:28][CH:27]=[CH:26][CH:25]=2)[C:17]([O:19][CH3:20])=[O:18])=[CH:10][CH:9]=1.[CH:30]1[CH:35]=[CH:34][C:33]([CH2:36]Br)=[CH:32][CH:31]=1.O. (3) The reactants are: Br[C:2]1[CH:7]=[CH:6][C:5]([CH:8]([CH2:19][CH2:20][O:21][Si:22]([CH:29]([CH3:31])[CH3:30])([CH:26]([CH3:28])[CH3:27])[CH:23]([CH3:25])[CH3:24])[CH2:9][N:10]([CH3:18])[C:11](=[O:17])[O:12][C:13]([CH3:16])([CH3:15])[CH3:14])=[CH:4][CH:3]=1.C1(C)C=CC=CC=1P(C1C=CC=CC=1C)C1C=CC=CC=1C.[C:54](#[N:56])C. Given the product [C:54]([C:2]1[CH:7]=[CH:6][C:5]([CH:8]([CH2:19][CH2:20][O:21][Si:22]([CH:29]([CH3:30])[CH3:31])([CH:26]([CH3:28])[CH3:27])[CH:23]([CH3:24])[CH3:25])[CH2:9][N:10]([CH3:18])[C:11](=[O:17])[O:12][C:13]([CH3:16])([CH3:15])[CH3:14])=[CH:4][CH:3]=1)#[N:56], predict the reactants needed to synthesize it. (4) Given the product [Cl:14][C:15]1[CH:16]=[C:17]2[C:21](=[CH:22][CH:23]=1)[N:20]([CH3:24])[CH:19]=[C:18]2[CH2:25][NH:6][CH3:5], predict the reactants needed to synthesize it. The reactants are: BrC1C=C[C:5](NCC(OC)=O)=[N:6]C=1.[Cl:14][C:15]1[CH:16]=[C:17]2[C:21](=[CH:22][CH:23]=1)[N:20]([CH3:24])[CH:19]=[C:18]2[CH:25]=O. (5) Given the product [Si:17]([O:16][CH2:15][CH2:14]/[CH:4]=[N:5]/[NH:6][C:7]1[CH:12]=[CH:11][CH:10]=[C:9]([Cl:13])[CH:8]=1)([C:30]([CH3:33])([CH3:32])[CH3:31])([C:24]1[CH:25]=[CH:26][CH:27]=[CH:28][CH:29]=1)[C:18]1[CH:19]=[CH:20][CH:21]=[CH:22][CH:23]=1, predict the reactants needed to synthesize it. The reactants are: NC1[N:6]([C:7]2[CH:12]=[CH:11][CH:10]=[C:9]([Cl:13])[CH:8]=2)[N:5]=[C:4]([CH2:14][CH2:15][O:16][Si:17]([C:30]([CH3:33])([CH3:32])[CH3:31])([C:24]2[CH:29]=[CH:28][CH:27]=[CH:26][CH:25]=2)[C:18]2[CH:23]=[CH:22][CH:21]=[CH:20][CH:19]=2)C=1C(OCC)=O.[Si](OCCC=O)(C(C)(C)C)(C1C=CC=CC=1)C1C=CC=CC=1.C1C(=O)N(Cl)C(=O)C1.C(OC(=O)CC#N)C.CC[O-].[Na+].N(Cl)Cl. (6) Given the product [CH:1]1(/[C:5](/[C:31]2[CH:36]=[CH:35][CH:34]=[CH:33][CH:32]=2)=[C:6](\[C:15]2[CH:16]=[C:17]3[C:21](=[CH:22][CH:23]=2)[N:20]([CH:24]2[CH2:29][CH2:28][CH2:27][CH2:26][O:25]2)[N:19]=[C:18]3[F:30])/[C:7]2[CH:8]=[CH:9][C:10](/[CH:13]=[CH:14]/[C:38]3[CH:39]=[N:40][CH:41]=[CH:42][CH:43]=3)=[CH:11][CH:12]=2)[CH2:4][CH2:3][CH2:2]1, predict the reactants needed to synthesize it. The reactants are: [CH:1]1(/[C:5](/[C:31]2[CH:36]=[CH:35][CH:34]=[CH:33][CH:32]=2)=[C:6](\[C:15]2[CH:16]=[C:17]3[C:21](=[CH:22][CH:23]=2)[N:20]([CH:24]2[CH2:29][CH2:28][CH2:27][CH2:26][O:25]2)[N:19]=[C:18]3[F:30])/[C:7]2[CH:12]=[CH:11][C:10]([CH:13]=[CH2:14])=[CH:9][CH:8]=2)[CH2:4][CH2:3][CH2:2]1.I[C:38]1[CH:39]=[N:40][CH:41]=[CH:42][CH:43]=1.CC(P(C(C)(C)C)C1C=CC2C(=CC=CC=2)C=1C1C2C(=CC=CC=2)C=CC=1)(C)C.C(N(CC)C(C)C)C.